From a dataset of Forward reaction prediction with 1.9M reactions from USPTO patents (1976-2016). Predict the product of the given reaction. Given the reactants [H-].[Al+3].[Li+].[H-].[H-].[H-].[CH2:7]([O:14][C:15]1[CH:20]=[CH:19][CH:18]=[C:17]([CH:21]=[CH:22][N+:23]([O-])=O)[C:16]=1[O:26][CH3:27])[C:8]1[CH:13]=[CH:12][CH:11]=[CH:10][CH:9]=1.O.[OH-].[Na+], predict the reaction product. The product is: [CH2:7]([O:14][C:15]1[C:16]([O:26][CH3:27])=[C:17]([CH2:21][CH2:22][NH2:23])[CH:18]=[CH:19][CH:20]=1)[C:8]1[CH:9]=[CH:10][CH:11]=[CH:12][CH:13]=1.